This data is from NCI-60 drug combinations with 297,098 pairs across 59 cell lines. The task is: Regression. Given two drug SMILES strings and cell line genomic features, predict the synergy score measuring deviation from expected non-interaction effect. Drug 1: CN(C)N=NC1=C(NC=N1)C(=O)N. Drug 2: C1=CC=C(C=C1)NC(=O)CCCCCCC(=O)NO. Cell line: MDA-MB-231. Synergy scores: CSS=24.7, Synergy_ZIP=2.77, Synergy_Bliss=13.0, Synergy_Loewe=-3.84, Synergy_HSA=10.1.